Dataset: M1 muscarinic receptor agonist screen with 61,833 compounds. Task: Binary Classification. Given a drug SMILES string, predict its activity (active/inactive) in a high-throughput screening assay against a specified biological target. (1) The drug is S(=O)(=O)(N)c1ccc(CCNC(=O)C2N(CCC2)C(OCc2ccccc2)=O)cc1. The result is 0 (inactive). (2) The result is 0 (inactive). The molecule is S(=O)(=O)(Nc1onc(c1C)C)c1ccc(NC(NC(=O)CC)(C(F)(F)F)C(OCC)=O)cc1. (3) The drug is O=C(N1CCCC1)N(CCc1cc(OC)c(OC)cc1)Cc1cc2c([nH]c1=O)c(ccc2)C. The result is 0 (inactive). (4) The molecule is O(Cc1[nH]nc(Nc2nc(cc(n2)C)C)n1)c1ccccc1. The result is 0 (inactive).